From a dataset of Catalyst prediction with 721,799 reactions and 888 catalyst types from USPTO. Predict which catalyst facilitates the given reaction. Reactant: [Cl:1][C:2]1[CH:27]=[CH:26][C:5](/[CH:6]=[CH:7]/[S:8]([N:11]([CH2:18][CH:19](OCC)[O:20]CC)[CH2:12][C:13]([O:15][CH2:16][CH3:17])=[O:14])(=[O:10])=[O:9])=[CH:4][CH:3]=1.C(Cl)(Cl)Cl.FC(F)(F)C(O)=O.C(=O)([O-])O.[Na+]. Product: [Cl:1][C:2]1[CH:3]=[CH:4][C:5](/[CH:6]=[CH:7]/[S:8]([N:11]([CH2:18][CH:19]=[O:20])[CH2:12][C:13]([O:15][CH2:16][CH3:17])=[O:14])(=[O:9])=[O:10])=[CH:26][CH:27]=1. The catalyst class is: 6.